Dataset: Catalyst prediction with 721,799 reactions and 888 catalyst types from USPTO. Task: Predict which catalyst facilitates the given reaction. (1) Reactant: C(OC([N:11]1[CH2:16][CH2:15][CH:14]([NH:17][C:18](=[O:42])[N:19]([CH2:26][CH2:27][CH2:28][N:29]2[CH2:34][CH2:33][CH:32]([CH2:35][C:36]3[CH:41]=[CH:40][CH:39]=[CH:38][CH:37]=3)[CH2:31][CH2:30]2)[C:20]2[CH:25]=[CH:24][CH:23]=[CH:22][CH:21]=2)[CH2:13][CH2:12]1)=O)C1C=CC=CC=1. Product: [CH2:35]([CH:32]1[CH2:31][CH2:30][N:29]([CH2:28][CH2:27][CH2:26][N:19]([C:20]2[CH:21]=[CH:22][CH:23]=[CH:24][CH:25]=2)[C:18]([NH:17][CH:14]2[CH2:15][CH2:16][NH:11][CH2:12][CH2:13]2)=[O:42])[CH2:34][CH2:33]1)[C:36]1[CH:37]=[CH:38][CH:39]=[CH:40][CH:41]=1. The catalyst class is: 129. (2) Reactant: Cl[C:2]1[N:7]=[C:6]([Cl:8])[N:5]=[C:4]2[N:9]([CH3:12])[N:10]=[CH:11][C:3]=12.[OH-:13].[Na+]. Product: [Cl:8][C:6]1[NH:7][C:2](=[O:13])[C:3]2[CH:11]=[N:10][N:9]([CH3:12])[C:4]=2[N:5]=1. The catalyst class is: 6. (3) Reactant: [CH2:1]([Sn:5](Cl)([CH2:10][CH2:11][CH2:12][CH3:13])[CH2:6][CH2:7][CH2:8][CH3:9])[CH2:2][CH2:3][CH3:4].C[Si]([N-][Si](C)(C)C)(C)C.[Li+].C1COCC1.[N+:30]([C:33]1[CH:55]=[CH:54][C:36]([CH2:37][O:38][C:39]([NH:41][CH2:42][CH2:43][CH2:44][S:45][C:46]2[N:47]=[CH:48][N:49]3[CH:53]=[CH:52][S:51][C:50]=23)=[O:40])=[CH:35][CH:34]=1)([O-:32])=[O:31].[Cl-].[NH4+]. Product: [N+:30]([C:33]1[CH:34]=[CH:35][C:36]([CH2:37][O:38][C:39]([NH:41][CH2:42][CH2:43][CH2:44][S:45][C:46]2[N:47]=[CH:48][N:49]3[CH:53]=[C:52]([Sn:5]([CH2:10][CH2:11][CH2:12][CH3:13])([CH2:6][CH2:7][CH2:8][CH3:9])[CH2:1][CH2:2][CH2:3][CH3:4])[S:51][C:50]=23)=[O:40])=[CH:54][CH:55]=1)([O-:32])=[O:31]. The catalyst class is: 1. (4) Product: [CH2:17]([C:13]1[CH:12]=[C:11]([C:10]2[N:33]=[C:6]([C:3]3([C:1]#[N:2])[CH2:5][CH2:4]3)[NH:8][N:9]=2)[CH:16]=[CH:15][CH:14]=1)[CH2:18][CH2:19][CH2:20][CH2:21][CH2:22][CH2:23][CH2:24][CH2:25][CH2:26][CH3:27]. The catalyst class is: 32. Reactant: [C:1]([C:3]1([C:6]([NH:8][NH:9][C:10](=O)[C:11]2[CH:16]=[CH:15][CH:14]=[C:13]([CH2:17][CH2:18][CH2:19][CH2:20][CH2:21][CH2:22][CH2:23][CH2:24][CH2:25][CH2:26][CH3:27])[CH:12]=2)=O)[CH2:5][CH2:4]1)#[N:2].S(Cl)(Cl)=O.[NH3:33].